This data is from Full USPTO retrosynthesis dataset with 1.9M reactions from patents (1976-2016). The task is: Predict the reactants needed to synthesize the given product. (1) Given the product [Cl:8][C:9]1[C:18]([N+:19]([O-:21])=[O:20])=[C:17]([NH:23][CH2:24][C:25]([CH3:27])([NH2:28])[CH3:26])[C:16]2[C:11](=[CH:12][CH:13]=[CH:14][CH:15]=2)[N:10]=1, predict the reactants needed to synthesize it. The reactants are: C(N(CC)CC)C.[Cl:8][C:9]1[C:18]([N+:19]([O-:21])=[O:20])=[C:17](Cl)[C:16]2[C:11](=[CH:12][CH:13]=[CH:14][CH:15]=2)[N:10]=1.[NH2:23][CH2:24][C:25]([NH2:28])([CH3:27])[CH3:26].O. (2) Given the product [CH2:15]([N:4]([CH2:3][CH2:2][NH:1][C:28]([C:25]1[CH:24]=[CH:23][C:22]2[C:27](=[C:18]([I:17])[CH:19]=[N:20][CH:21]=2)[N:26]=1)=[O:29])[CH2:5][CH2:6][O:7][C:8]1[C:9]([F:14])=[N:10][CH:11]=[CH:12][CH:13]=1)[CH3:16], predict the reactants needed to synthesize it. The reactants are: [NH2:1][CH2:2][CH2:3][N:4]([CH2:15][CH3:16])[CH2:5][CH2:6][O:7][C:8]1[C:9]([F:14])=[N:10][CH:11]=[CH:12][CH:13]=1.[I:17][C:18]1[CH:19]=[N:20][CH:21]=[C:22]2[C:27]=1[N:26]=[C:25]([C:28](OCC)=[O:29])[CH:24]=[CH:23]2.C(N(CCNC(C1C=NC2C(=CC=C(I)C=2)N=1)=O)CCOC1C(F)=NC=CC=1)C. (3) Given the product [N:1]1[CH:6]=[CH:5][CH:4]=[CH:3][C:2]=1/[CH:7]=[N:16]/[CH:15]([C:10]1[CH:11]=[CH:12][CH:13]=[CH:14][C:9]=1[CH3:24])[C:17]1[CH:22]=[CH:21][CH:20]=[CH:19][C:18]=1[CH3:23], predict the reactants needed to synthesize it. The reactants are: [N:1]1[CH:6]=[CH:5][CH:4]=[CH:3][C:2]=1[CH:7]=O.[C:9]1([CH3:24])[CH:14]=[CH:13][CH:12]=[CH:11][C:10]=1[CH:15]([C:17]1[CH:22]=[CH:21][CH:20]=[CH:19][C:18]=1[CH3:23])[NH2:16].O. (4) Given the product [NH2:1][C:2]1[N:10]=[CH:9][N:8]=[C:7]2[C:3]=1[N:4]=[C:5]([Br:17])[N:6]2[CH2:11][CH2:12][O:13][C:14](=[O:16])[CH3:15], predict the reactants needed to synthesize it. The reactants are: [NH2:1][C:2]1[N:10]=[CH:9][N:8]=[C:7]2[C:3]=1[N:4]=[CH:5][N:6]2[CH2:11][CH2:12][O:13][C:14](=[O:16])[CH3:15].[Br:17]Br. (5) Given the product [CH2:21]([N:11]1[CH2:12][CH2:13][C:9]([C:3]2[CH:4]=[CH:5][CH:6]=[C:7]([F:8])[C:2]=2[F:1])([OH:14])[CH2:10]1)[CH2:22][CH2:23][CH3:24], predict the reactants needed to synthesize it. The reactants are: [F:1][C:2]1[C:7]([F:8])=[CH:6][CH:5]=[CH:4][C:3]=1[C:9]1([OH:14])[CH2:13][CH2:12][NH:11][CH2:10]1.C(=O)([O-])[O-].[K+].[K+].[CH2:21](Br)[CH2:22][CH2:23][CH3:24].C(O)(=O)C(O)=O. (6) Given the product [CH3:33][O:34][C:35]1[N:36]=[CH:37][C:38]([C:2]2[CH:3]=[C:4]3[C:9](=[CH:10][CH:11]=2)[N:8]=[CH:7][N:6]=[C:5]3[C:12]2[CH:13]=[C:14]([CH:26]=[C:27]([C:29]([F:32])([F:31])[F:30])[CH:28]=2)[C:15]([N:17]2[CH2:22][CH2:21][N:20]([C:23](=[O:25])[CH3:24])[CH2:19][CH2:18]2)=[O:16])=[CH:39][CH:40]=1, predict the reactants needed to synthesize it. The reactants are: Br[C:2]1[CH:3]=[C:4]2[C:9](=[CH:10][CH:11]=1)[N:8]=[CH:7][N:6]=[C:5]2[C:12]1[CH:13]=[C:14]([CH:26]=[C:27]([C:29]([F:32])([F:31])[F:30])[CH:28]=1)[C:15]([N:17]1[CH2:22][CH2:21][N:20]([C:23](=[O:25])[CH3:24])[CH2:19][CH2:18]1)=[O:16].[CH3:33][O:34][C:35]1[CH:40]=[CH:39][C:38](B(O)O)=[CH:37][N:36]=1.C(#N)C.C([O-])([O-])=O.[Na+].[Na+].